Task: Predict hERG channel inhibition at various concentrations.. Dataset: hERG Central: cardiac toxicity at 1µM, 10µM, and general inhibition (1) The drug is O=C(NCCc1nc2ccccc2[nH]1)/C(=C/c1ccco1)NC(=O)c1ccccc1Br. Results: hERG_inhib (hERG inhibition (general)): blocker. (2) The molecule is O=C(NCCN1CCN(c2ccc([N+](=O)[O-])cc2)CC1)NCc1ccccc1. Results: hERG_inhib (hERG inhibition (general)): blocker. (3) The compound is Nc1nc(NCCCN2CCOCC2)nc(Nc2ccc(F)cc2)c1[N+](=O)[O-]. Results: hERG_inhib (hERG inhibition (general)): blocker.